This data is from Catalyst prediction with 721,799 reactions and 888 catalyst types from USPTO. The task is: Predict which catalyst facilitates the given reaction. (1) Reactant: [Cl:1][C:2]1[CH:3]=[C:4]([NH:9][C:10]2[C:19]3[C:14](=[CH:15][C:16]([O:29][C@H:30]4[CH2:34][CH2:33][O:32][CH2:31]4)=[C:17]([NH:20][C:21](=[O:28])/[CH:22]=[CH:23]/[CH2:24][N:25]([CH3:27])[CH3:26])[CH:18]=3)[N:13]=[CH:12][N:11]=2)[CH:5]=[CH:6][C:7]=1[F:8].[C:35]([OH:42])(=[O:41])/[CH:36]=[CH:37]\[C:38]([OH:40])=[O:39]. Product: [C:35]([OH:42])(=[O:41])/[CH:36]=[CH:37]\[C:38]([OH:40])=[O:39].[C:35]([OH:42])(=[O:41])/[CH:36]=[CH:37]\[C:38]([OH:40])=[O:39].[Cl:1][C:2]1[CH:3]=[C:4]([NH:9][C:10]2[C:19]3[C:14](=[CH:15][C:16]([O:29][C@H:30]4[CH2:34][CH2:33][O:32][CH2:31]4)=[C:17]([NH:20][C:21](=[O:28])/[CH:22]=[CH:23]/[CH2:24][N:25]([CH3:26])[CH3:27])[CH:18]=3)[N:13]=[CH:12][N:11]=2)[CH:5]=[CH:6][C:7]=1[F:8]. The catalyst class is: 8. (2) Reactant: [CH2:1]([O:3][CH2:4][O:5][C:6]([C:9]1[CH:14]=[CH:13][C:12]([C:15]([O:18]COCC)(C)[CH3:16])=[CH:11][C:10]=1[B:23]1[O:27][C:26]([CH3:29])([CH3:28])[C:25]([CH3:31])([CH3:30])[O:24]1)([CH3:8])[CH3:7])[CH3:2].Cl. Product: [CH2:1]([O:3][CH2:4][O:5][C:6]([C:9]1[CH:14]=[CH:13][C:12]([C:15](=[O:18])[CH3:16])=[CH:11][C:10]=1[B:23]1[O:27][C:26]([CH3:29])([CH3:28])[C:25]([CH3:30])([CH3:31])[O:24]1)([CH3:7])[CH3:8])[CH3:2]. The catalyst class is: 1. (3) Product: [NH:7]1[C:6](=[O:20])[C:4]2[NH:5][CH:1]=[N:2][C:3]=2[N:9]=[C:8]1[NH2:10]. The catalyst class is: 5. Reactant: [CH:1]1[NH:2][C:3]2[N:9]=[C:8]([NH2:10])[N:7]=[C:6](Cl)[C:4]=2[N:5]=1.C(N(CC)CC)C.C[O:20]C1C=C(C)C(S)=CC=1.O. (4) Reactant: [C:1]([O:5][C:6]([CH:8]([CH2:13][OH:14])[C:9]([O:11][CH3:12])=[O:10])=[O:7])([CH3:4])([CH3:3])[CH3:2].CCN(C(C)C)C(C)C.[C:24](OC(=O)C)(=[O:26])[CH3:25]. Product: [C:24]([O:14][CH2:13][CH:8]([C:6]([O:5][C:1]([CH3:2])([CH3:4])[CH3:3])=[O:7])[C:9]([O:11][CH3:12])=[O:10])(=[O:26])[CH3:25]. The catalyst class is: 2. (5) Reactant: C([O:4][CH2:5][C:6]1[CH:15]=[CH:14][C:13]2[C:8](=[CH:9][CH:10]=[CH:11][C:12]=2[NH:16][CH2:17][C:18]([C:33]([F:36])([F:35])[F:34])([OH:32])[CH2:19][C:20]([C:23]2[CH:28]=[C:27]([F:29])[CH:26]=[CH:25][C:24]=2[O:30][CH3:31])([CH3:22])[CH3:21])[N:7]=1)(=O)C.[BH4-].[Na+]. Product: [F:29][C:27]1[CH:26]=[CH:25][C:24]([O:30][CH3:31])=[C:23]([C:20]([CH3:21])([CH3:22])[CH2:19][C:18]([C:33]([F:34])([F:35])[F:36])([OH:32])[CH2:17][NH:16][C:12]2[CH:11]=[CH:10][CH:9]=[C:8]3[C:13]=2[CH:14]=[CH:15][C:6]([CH2:5][OH:4])=[N:7]3)[CH:28]=1. The catalyst class is: 111.